From a dataset of Full USPTO retrosynthesis dataset with 1.9M reactions from patents (1976-2016). Predict the reactants needed to synthesize the given product. (1) Given the product [C:1]([C:3]1[CH:4]=[C:5]([C:9]2[CH:10]=[C:11]([C:14]([OH:16])=[O:15])[N:12]([CH3:24])[N:13]=2)[CH:6]=[CH:7][CH:8]=1)#[N:2], predict the reactants needed to synthesize it. The reactants are: [C:1]([C:3]1[CH:4]=[C:5]([C:9]2[NH:13][N:12]=[C:11]([C:14]([O:16]CC)=[O:15])[C:10]=2C)[CH:6]=[CH:7][CH:8]=1)#[N:2].[Li+].[OH-].O.Cl.[CH2:24]1COCC1. (2) Given the product [S:4]1[C:5]2=[N:6][CH:7]=[CH:8][N:9]=[C:10]2[C:2]([NH:11][CH2:12][CH2:13][CH2:14][NH2:15])=[N:3]1, predict the reactants needed to synthesize it. The reactants are: Br[C:2]1[C:10]2[C:5](=[N:6][CH:7]=[CH:8][N:9]=2)[S:4][N:3]=1.[NH2:11][CH2:12][CH2:13][CH2:14][NH2:15]. (3) Given the product [Cl:15][C:7]1[CH:8]=[C:9]([O:10][CH:11]2[CH2:12][O:13][CH2:14]2)[C:4]([C:3]([OH:16])=[O:2])=[CH:5][N:6]=1, predict the reactants needed to synthesize it. The reactants are: C[O:2][C:3](=[O:16])[C:4]1[C:9]([O:10][CH:11]2[CH2:14][O:13][CH2:12]2)=[CH:8][C:7]([Cl:15])=[N:6][CH:5]=1.O[Li].O. (4) Given the product [O:18]1[CH:22]=[CH:21][C:20]([NH:28][C:31](=[O:8])[O:37][C:34]([CH3:36])([CH3:35])[CH3:33])=[CH:19]1, predict the reactants needed to synthesize it. The reactants are: C1(P(N=[N+]=[N-])(C2C=CC=CC=2)=[O:8])C=CC=CC=1.[O:18]1[CH:22]=[CH:21][C:20](C(O)=O)=[CH:19]1.C([N:28]([CH2:31]C)CC)C.[CH3:33][C:34]([OH:37])([CH3:36])[CH3:35].